From a dataset of Catalyst prediction with 721,799 reactions and 888 catalyst types from USPTO. Predict which catalyst facilitates the given reaction. (1) Reactant: [C:1]([C:5]1[CH:10]=[CH:9][C:8]([C:11]2[S:12][CH:13]=[C:14]([CH:20]([OH:22])[CH3:21])[C:15]=2[O:16][CH2:17][O:18][CH3:19])=[CH:7][CH:6]=1)([CH3:4])([CH3:3])[CH3:2].[Cr](Cl)([O-])(=O)=O.[NH+]1C=CC=CC=1. Product: [C:1]([C:5]1[CH:6]=[CH:7][C:8]([C:11]2[S:12][CH:13]=[C:14]([C:20]([CH3:21])=[O:22])[C:15]=2[O:16][CH2:17][O:18][CH3:19])=[CH:9][CH:10]=1)([CH3:4])([CH3:2])[CH3:3]. The catalyst class is: 4. (2) Product: [Cl:44][C:40]1[CH:39]=[C:38]2[C:43](=[CH:42][CH:41]=1)[N:35]([C:34]1[N:33]([CH3:45])[N:32]=[C:31]([CH3:46])[C:30]=1[CH2:29][CH2:28][N:8]1[S:7](=[O:9])(=[O:10])[N:6]([CH2:11][C:12]3[CH:17]=[CH:16][C:15]([O:18][CH3:19])=[CH:14][CH:13]=3)[C:5](=[O:20])[C@H:4]1[CH:1]([CH3:3])[CH3:2])[CH:36]=[CH:37]2. The catalyst class is: 9. Reactant: [CH:1]([C@H:4]1[NH:8][S:7](=[O:10])(=[O:9])[N:6]([CH2:11][C:12]2[CH:17]=[CH:16][C:15]([O:18][CH3:19])=[CH:14][CH:13]=2)[C:5]1=[O:20])([CH3:3])[CH3:2].[H-].[Na+].CS(O[CH2:28][CH2:29][C:30]1[C:31]([CH3:46])=[N:32][N:33]([CH3:45])[C:34]=1[N:35]1[C:43]2[C:38](=[CH:39][C:40]([Cl:44])=[CH:41][CH:42]=2)[CH:37]=[CH:36]1)(=O)=O.O. (3) Reactant: [CH2:1](Cl)[C:2]1[CH:7]=[CH:6][CH:5]=[CH:4][CH:3]=1.C(=O)([O-])[O-].[K+].[K+].[NH:15]1[CH2:20][CH2:19][CH2:18][CH:17]([C:21]([O:23][CH2:24][CH3:25])=[O:22])[CH2:16]1. Product: [CH2:1]([N:15]1[CH2:20][CH2:19][CH2:18][CH:17]([C:21]([O:23][CH2:24][CH3:25])=[O:22])[CH2:16]1)[C:2]1[CH:7]=[CH:6][CH:5]=[CH:4][CH:3]=1. The catalyst class is: 9. (4) Reactant: [Cl:1][C:2]1[CH:7]=[CH:6][C:5]([F:8])=[CH:4][C:3]=1[C@H:9]1[CH2:13][CH2:12][CH2:11][N:10]1[C:14]1[CH:19]=[CH:18][N:17]2[N:20]=[CH:21][C:22]([NH:23][C:24]([N:26]3[CH2:29][CH:28]([OH:30])[CH2:27]3)=[O:25])=[C:16]2[N:15]=1.[S:31](=[O:35])(=[O:34])([OH:33])[OH:32]. Product: [S:31]([OH:35])([OH:34])(=[O:33])=[O:32].[Cl:1][C:2]1[CH:7]=[CH:6][C:5]([F:8])=[CH:4][C:3]=1[C@H:9]1[CH2:13][CH2:12][CH2:11][N:10]1[C:14]1[CH:19]=[CH:18][N:17]2[N:20]=[CH:21][C:22]([NH:23][C:24]([N:26]3[CH2:29][CH:28]([OH:30])[CH2:27]3)=[O:25])=[C:16]2[N:15]=1. The catalyst class is: 5.